Dataset: Forward reaction prediction with 1.9M reactions from USPTO patents (1976-2016). Task: Predict the product of the given reaction. (1) Given the reactants [Li+].CC([N-]C(C)C)C.[CH3:9][C:10]1[CH:15]=[C:14]([C:16]2[CH:21]=[CH:20][C:19]([C:22]([F:25])([F:24])[F:23])=[CH:18][CH:17]=2)[N:13]=[C:12]([C:26]2[CH:31]=[CH:30][C:29]([C:32]([F:35])([F:34])[F:33])=[CH:28][CH:27]=2)[CH:11]=1.[C:36](=O)([O:39]C)[O:37][CH3:38], predict the reaction product. The product is: [CH3:38][O:37][C:36](=[O:39])[CH2:9][C:10]1[CH:15]=[C:14]([C:16]2[CH:21]=[CH:20][C:19]([C:22]([F:25])([F:24])[F:23])=[CH:18][CH:17]=2)[N:13]=[C:12]([C:26]2[CH:31]=[CH:30][C:29]([C:32]([F:35])([F:33])[F:34])=[CH:28][CH:27]=2)[CH:11]=1. (2) Given the reactants [CH3:1][C:2]1([CH3:17])[CH2:7][C:6](=[O:8])[CH:5]([C:9](=O)[CH2:10][O:11][C:12](=[O:14])[CH3:13])[C:4](=O)[CH2:3]1.[NH:18]([C:20]1[CH:27]=[CH:26][C:23]([C:24]#[N:25])=[C:22]([NH:28][CH:29]2[CH2:34][CH2:33][CH:32]([OH:35])[CH2:31][CH2:30]2)[CH:21]=1)[NH2:19].C([O-])(=O)C.[Na+], predict the reaction product. The product is: [C:24]([C:23]1[CH:26]=[CH:27][C:20]([N:18]2[C:4]3[CH2:3][C:2]([CH3:1])([CH3:17])[CH2:7][C:6](=[O:8])[C:5]=3[C:9]([CH2:10][O:11][C:12](=[O:14])[CH3:13])=[N:19]2)=[CH:21][C:22]=1[NH:28][CH:29]1[CH2:34][CH2:33][CH:32]([OH:35])[CH2:31][CH2:30]1)#[N:25]. (3) Given the reactants [NH2:1][C:2]1[N:10]=[CH:9][CH:8]=[CH:7][C:3]=1[C:4]([OH:6])=O.[CH2:11]([O:18][C:19]1[CH:26]=[CH:25][C:22]([CH2:23][NH2:24])=[CH:21][C:20]=1[O:27][CH2:28][O:29][CH3:30])[C:12]1[CH:17]=[CH:16][CH:15]=[CH:14][CH:13]=1.F[P-](F)(F)(F)(F)F.N1([P+](N(C)C)(N(C)C)N(C)C)C2C=CC=CC=2N=N1.C(N(CC)CC)C, predict the reaction product. The product is: [NH2:1][C:2]1[N:10]=[CH:9][CH:8]=[CH:7][C:3]=1[C:4]([NH:24][CH2:23][C:22]1[CH:25]=[CH:26][C:19]([O:18][CH2:11][C:12]2[CH:17]=[CH:16][CH:15]=[CH:14][CH:13]=2)=[C:20]([O:27][CH2:28][O:29][CH3:30])[CH:21]=1)=[O:6]. (4) Given the reactants [F:1][C:2]1[CH:3]=[C:4]([CH:7]=[CH:8][CH:9]=1)[CH2:5][Br:6].[C:10]1([P:16]([C:23]2[CH:28]=[CH:27][CH:26]=[CH:25][CH:24]=2)[C:17]2[CH:22]=[CH:21][CH:20]=[CH:19][CH:18]=2)[CH:15]=[CH:14][CH:13]=[CH:12][CH:11]=1, predict the reaction product. The product is: [Br-:6].[F:1][C:2]1[CH:3]=[C:4]([CH:7]=[CH:8][CH:9]=1)[CH2:5][P+:16]([C:17]1[CH:18]=[CH:19][CH:20]=[CH:21][CH:22]=1)([C:23]1[CH:28]=[CH:27][CH:26]=[CH:25][CH:24]=1)[C:10]1[CH:11]=[CH:12][CH:13]=[CH:14][CH:15]=1. (5) Given the reactants [N:1]([CH2:4][CH:5]([NH:16][C:17](=[O:23])[O:18][C:19]([CH3:22])([CH3:21])[CH3:20])[CH2:6][CH2:7][CH2:8][CH2:9][CH2:10][CH2:11][CH2:12][CH2:13][CH2:14][CH3:15])=[N+]=[N-], predict the reaction product. The product is: [NH2:1][CH2:4][CH:5]([NH:16][C:17](=[O:23])[O:18][C:19]([CH3:22])([CH3:21])[CH3:20])[CH2:6][CH2:7][CH2:8][CH2:9][CH2:10][CH2:11][CH2:12][CH2:13][CH2:14][CH3:15]. (6) Given the reactants [CH3:1][O:2][C:3](=[O:34])[CH:4]([C:9]1[CH:10]=[C:11]([C:23]2[CH:28]=[CH:27][C:26]([Cl:29])=[C:25]([C:30]([F:33])([F:32])[F:31])[CH:24]=2)[CH:12]=[C:13](OS(C(F)(F)F)(=O)=O)[CH:14]=1)[CH2:5][CH:6]([CH3:8])[CH3:7].[F:35][C:36]([F:49])([F:48])[C:37]1[CH:43]=[CH:42][C:41]([C:44]([F:47])([F:46])[F:45])=[CH:40][C:38]=1[NH2:39], predict the reaction product. The product is: [CH3:1][O:2][C:3](=[O:34])[CH:4]([C:9]1[CH:10]=[C:11]([C:23]2[CH:28]=[CH:27][C:26]([Cl:29])=[C:25]([C:30]([F:33])([F:31])[F:32])[CH:24]=2)[CH:12]=[C:13]([NH:39][C:38]2[CH:40]=[C:41]([C:44]([F:46])([F:45])[F:47])[CH:42]=[CH:43][C:37]=2[C:36]([F:48])([F:49])[F:35])[CH:14]=1)[CH2:5][CH:6]([CH3:8])[CH3:7]. (7) Given the reactants [H-].[Na+].C[C:4]1([CH3:11])[O:8][CH:7]([CH2:9][OH:10])C[O:5]1.Br[CH2:13][CH2:14][CH2:15][CH2:16][CH2:17][CH2:18][CH2:19][CH2:20][CH2:21][CH2:22][CH2:23][CH2:24][CH2:25][CH2:26][CH2:27][CH3:28].CN(C)[CH:31]=[O:32], predict the reaction product. The product is: [C:4]([O:8][CH:7]([CH2:31][OH:32])[CH2:9][O:10][CH2:28][CH2:27][CH2:26][CH2:25][CH2:24][CH2:23][CH2:22][CH2:21][CH2:20][CH2:19][CH2:18][CH2:17][CH2:16][CH2:15][CH2:14][CH3:13])(=[O:5])/[CH:11]=[CH:28]\[CH:27]=[CH:26][CH:25]=[CH:24][CH:23]=[CH:22][CH:21]=[CH:20][CH:19]=[CH:18][CH2:17][CH2:16][CH2:15][CH2:14][CH2:13][CH2:13][CH2:14][CH2:15][CH3:16]. (8) Given the reactants Cl.[NH2:2][C@H:3]1[CH2:6][C@H:5]([N:7]2[C:11]3=[N:12][CH:13]=[CH:14][N:15]=[C:10]3[N:9]([CH:16]3[CH2:18][CH2:17]3)[C:8]2=[O:19])[CH2:4]1.Br[C:21]1[CH:26]=[CH:25][C:24]([Cl:27])=[CH:23][N:22]=1.C([O-])(=O)C.[Cs+], predict the reaction product. The product is: [Cl:27][C:24]1[CH:25]=[CH:26][C:21]([NH:2][C@H:3]2[CH2:6][C@H:5]([N:7]3[C:11]4=[N:12][CH:13]=[CH:14][N:15]=[C:10]4[N:9]([CH:16]4[CH2:17][CH2:18]4)[C:8]3=[O:19])[CH2:4]2)=[N:22][CH:23]=1. (9) Given the reactants C=O.[O:3]=[C:4]1[NH:10][C:9]2[CH:11]=[CH:12][CH:13]=[CH:14][C:8]=2[N:7]2[CH2:15][CH2:16][N:17]([C:19](OC(C)(C)C)=O)[CH2:18][CH:6]2[CH2:5]1, predict the reaction product. The product is: [CH3:19][N:17]1[CH2:16][CH2:15][N:7]2[C:8]3[CH:14]=[CH:13][CH:12]=[CH:11][C:9]=3[NH:10][C:4](=[O:3])[CH2:5][CH:6]2[CH2:18]1.